Dataset: Merck oncology drug combination screen with 23,052 pairs across 39 cell lines. Task: Regression. Given two drug SMILES strings and cell line genomic features, predict the synergy score measuring deviation from expected non-interaction effect. (1) Drug 2: Cc1nc(Nc2ncc(C(=O)Nc3c(C)cccc3Cl)s2)cc(N2CCN(CCO)CC2)n1. Synergy scores: synergy=-4.29. Drug 1: O=C(CCCCCCC(=O)Nc1ccccc1)NO. Cell line: UWB1289. (2) Drug 1: CCC1=CC2CN(C1)Cc1c([nH]c3ccccc13)C(C(=O)OC)(c1cc3c(cc1OC)N(C)C1C(O)(C(=O)OC)C(OC(C)=O)C4(CC)C=CCN5CCC31C54)C2. Drug 2: NC(=O)c1cccc2cn(-c3ccc(C4CCCNC4)cc3)nc12. Cell line: A375. Synergy scores: synergy=-15.8. (3) Drug 1: O=S1(=O)NC2(CN1CC(F)(F)F)C1CCC2Cc2cc(C=CCN3CCC(C(F)(F)F)CC3)ccc2C1. Drug 2: CC1(c2nc3c(C(N)=O)cccc3[nH]2)CCCN1. Cell line: ZR751. Synergy scores: synergy=-18.4. (4) Drug 1: N.N.O=C(O)C1(C(=O)O)CCC1.[Pt]. Cell line: ES2. Drug 2: Cn1cc(-c2cnn3c(N)c(Br)c(C4CCCNC4)nc23)cn1. Synergy scores: synergy=0.0724. (5) Synergy scores: synergy=119. Cell line: CAOV3. Drug 2: COC1CC2CCC(C)C(O)(O2)C(=O)C(=O)N2CCCCC2C(=O)OC(C(C)CC2CCC(OP(C)(C)=O)C(OC)C2)CC(=O)C(C)C=C(C)C(O)C(OC)C(=O)C(C)CC(C)C=CC=CC=C1C. Drug 1: COc1cc(C2c3cc4c(cc3C(OC3OC5COC(C)OC5C(O)C3O)C3COC(=O)C23)OCO4)cc(OC)c1O. (6) Drug 1: Nc1ccn(C2OC(CO)C(O)C2(F)F)c(=O)n1. Drug 2: Cn1nnc2c(C(N)=O)ncn2c1=O. Cell line: SKOV3. Synergy scores: synergy=-0.577.